This data is from Full USPTO retrosynthesis dataset with 1.9M reactions from patents (1976-2016). The task is: Predict the reactants needed to synthesize the given product. (1) Given the product [Cl:22][C:35]1[CH:36]=[C:37]2[C:32](=[CH:33][CH:34]=1)[N:31]([C:39]1[CH:44]=[CH:43][CH:42]=[CH:41][CH:40]=1)[C:30](=[O:46])[CH:29]([CH2:28][CH2:27][CH2:26][NH:25][CH3:24])[CH2:38]2, predict the reactants needed to synthesize it. The reactants are: C(OC(=O)N(CCCC1CC2C(=CC=C([Cl:22])C=2)NC1)C)(C)(C)C.[CH3:24][NH:25][CH2:26][CH2:27][CH2:28][CH:29]1[CH2:38][C:37]2[C:32](=[CH:33][CH:34]=[CH:35][CH:36]=2)[N:31]([C:39]2[CH:44]=[CH:43][C:42](C)=[CH:41][CH:40]=2)[C:30]1=[O:46]. (2) The reactants are: N[C:2]1[CH:3]=[C:4]2[C:8](=[CH:9][C:10]=1[Cl:11])[C:7](=[O:12])[NH:6][C:5]2=[O:13].S(=O)(=O)(O)O.N([O-])=O.[Na+].[I-:23].[K+]. Given the product [Cl:11][C:10]1[CH:9]=[C:8]2[C:4](=[CH:3][C:2]=1[I:23])[C:5](=[O:13])[NH:6][C:7]2=[O:12], predict the reactants needed to synthesize it. (3) Given the product [CH2:9]([N:13]1[C:17]2[C:18]([Cl:22])=[N:19][CH:20]=[CH:21][C:16]=2[N:15]=[C:14]1[Cl:23])[C:10]#[C:11][CH3:12], predict the reactants needed to synthesize it. The reactants are: C([N-]C(C)C)(C)C.[Li+].[CH2:9]([N:13]1[C:17]2[C:18]([Cl:22])=[N:19][CH:20]=[CH:21][C:16]=2[N:15]=[CH:14]1)[C:10]#[C:11][CH3:12].[Cl:23]C(Cl)(Cl)C(Cl)(Cl)Cl.[Cl-].[NH4+]. (4) Given the product [F:30][C:2]([F:1])([F:29])[C:3]([C:20]1[C:28]2[C:23](=[CH:24][CH:25]=[CH:26][CH:27]=2)[N:22]([CH2:34][C:35]([NH2:37])=[O:36])[CH:21]=1)([OH:4])[C:5]1[CH:6]=[C:7]2[C:11](=[CH:12][CH:13]=1)[N:10]([C:14]1[CH:15]=[N:16][CH:17]=[CH:18][CH:19]=1)[N:9]=[CH:8]2, predict the reactants needed to synthesize it. The reactants are: [F:1][C:2]([F:30])([F:29])[C:3]([C:20]1[C:28]2[C:23](=[CH:24][CH:25]=[CH:26][CH:27]=2)[NH:22][CH:21]=1)([C:5]1[CH:6]=[C:7]2[C:11](=[CH:12][CH:13]=1)[N:10]([C:14]1[CH:15]=[N:16][CH:17]=[CH:18][CH:19]=1)[N:9]=[CH:8]2)[OH:4].[OH-].[K+].I[CH2:34][C:35]([NH2:37])=[O:36]. (5) The reactants are: Cl.[F:2][C:3]([F:22])([F:21])[C:4]1[CH:5]=[C:6]([CH:18]=[CH:19][CH:20]=1)[NH:7][CH2:8][C:9]1[C:14]([CH3:16])([CH3:15])[CH2:13][CH2:12][CH2:11][C:10]=1[CH3:17].[H-].[Na+].[CH3:25]I.O. Given the product [CH3:25][N:7]([CH2:8][C:9]1[C:14]([CH3:16])([CH3:15])[CH2:13][CH2:12][CH2:11][C:10]=1[CH3:17])[C:6]1[CH:18]=[CH:19][CH:20]=[C:4]([C:3]([F:21])([F:22])[F:2])[CH:5]=1, predict the reactants needed to synthesize it.